From a dataset of NCI-60 drug combinations with 297,098 pairs across 59 cell lines. Regression. Given two drug SMILES strings and cell line genomic features, predict the synergy score measuring deviation from expected non-interaction effect. Synergy scores: CSS=36.6, Synergy_ZIP=4.30, Synergy_Bliss=4.80, Synergy_Loewe=-23.6, Synergy_HSA=5.49. Drug 1: C1CC(C1)(C(=O)O)C(=O)O.[NH2-].[NH2-].[Pt+2]. Drug 2: C1CC(CNC1)C2=CC=C(C=C2)N3C=C4C=CC=C(C4=N3)C(=O)N. Cell line: HCT116.